This data is from Catalyst prediction with 721,799 reactions and 888 catalyst types from USPTO. The task is: Predict which catalyst facilitates the given reaction. (1) Reactant: [Cl:1][C:2]1[N:7]=[C:6](Cl)[C:5]([O:9][CH3:10])=[CH:4][N:3]=1.[N+:11]([C:14]1[CH:15]=[C:16]([OH:20])[CH:17]=[CH:18][CH:19]=1)([O-:13])=[O:12].C([O-])([O-])=O.[K+].[K+].O. Product: [Cl:1][C:2]1[N:7]=[C:6]([O:20][C:16]2[CH:17]=[CH:18][CH:19]=[C:14]([N+:11]([O-:13])=[O:12])[CH:15]=2)[C:5]([O:9][CH3:10])=[CH:4][N:3]=1. The catalyst class is: 3. (2) Reactant: [NH2:1][C:2]1[N:7]=[C:6](Cl)[N:5]=[C:4]([NH:9][C:10]2[CH:15]=[CH:14][C:13]([C:16]([N:18]3[CH2:23][CH2:22][O:21][CH2:20][CH2:19]3)=[O:17])=[CH:12][CH:11]=2)[N:3]=1.[C:24]([C:28]1[CH:60]=[CH:59][C:31]([C:32]([NH:34][C:35]2[CH:40]=[CH:39][CH:38]=[C:37](B3OC(C)(C)C(C)(C)O3)[C:36]=2[CH2:50][O:51][Si:52]([C:55]([CH3:58])([CH3:57])[CH3:56])([CH3:54])[CH3:53])=[O:33])=[CH:30][CH:29]=1)([CH3:27])([CH3:26])[CH3:25].C(=O)([O-])[O-].[K+].[K+]. Product: [NH2:1][C:2]1[N:3]=[C:4]([NH:9][C:10]2[CH:15]=[CH:14][C:13]([C:16]([N:18]3[CH2:23][CH2:22][O:21][CH2:20][CH2:19]3)=[O:17])=[CH:12][CH:11]=2)[N:5]=[C:6]([C:37]2[C:36]([CH2:50][O:51][Si:52]([C:55]([CH3:58])([CH3:57])[CH3:56])([CH3:54])[CH3:53])=[C:35]([NH:34][C:32](=[O:33])[C:31]3[CH:59]=[CH:60][C:28]([C:24]([CH3:26])([CH3:27])[CH3:25])=[CH:29][CH:30]=3)[CH:40]=[CH:39][CH:38]=2)[N:7]=1. The catalyst class is: 437. (3) Reactant: [N-:1]=[N+:2]=[N-:3].[Na+].Br[CH2:6][C:7]1[CH:12]=[CH:11][C:10]([C:13](=[O:15])[CH3:14])=[CH:9][CH:8]=1. Product: [N:1]([CH2:6][C:7]1[CH:12]=[CH:11][C:10]([C:13](=[O:15])[CH3:14])=[CH:9][CH:8]=1)=[N+:2]=[N-:3]. The catalyst class is: 18. (4) Reactant: [CH:1]1([SH:6])[CH2:5][CH2:4][CH2:3][CH2:2]1.[Na].CC1C=CC(S(O[C@@H:19]2[CH2:23][N:22]([C:24]([O:26][C:27]([CH3:30])([CH3:29])[CH3:28])=[O:25])[C@H:21]([C:31]([O:33][CH3:34])=[O:32])[CH2:20]2)(=O)=O)=CC=1. Product: [CH:1]1([S:6][C@H:19]2[CH2:23][N:22]([C:24]([O:26][C:27]([CH3:30])([CH3:29])[CH3:28])=[O:25])[C@H:21]([C:31]([O:33][CH3:34])=[O:32])[CH2:20]2)[CH2:5][CH2:4][CH2:3][CH2:2]1. The catalyst class is: 511.